Task: Predict the reactants needed to synthesize the given product.. Dataset: Full USPTO retrosynthesis dataset with 1.9M reactions from patents (1976-2016) (1) Given the product [NH2:25][C:22]1[S:21][C:20]([S:17]([N:15]2[CH2:14][CH2:13][N:12]([C:28]3[N:29]=[CH:30][C:31]([C:34]([OH:43])([C:35]([F:36])([F:38])[F:37])[C:39]([F:40])([F:41])[F:42])=[CH:32][N:33]=3)[C@@H:11]([CH2:10][N:9]3[CH2:8][CH2:7][NH:6][C:5](=[O:44])[CH:4]3[CH:2]([CH3:3])[CH3:1])[CH2:16]2)(=[O:18])=[O:19])=[CH:24][CH:23]=1, predict the reactants needed to synthesize it. The reactants are: [CH3:1][CH:2]([CH:4]1[N:9]([CH2:10][C@H:11]2[CH2:16][N:15]([S:17]([C:20]3[S:21][C:22]([N+:25]([O-])=O)=[CH:23][CH:24]=3)(=[O:19])=[O:18])[CH2:14][CH2:13][N:12]2[C:28]2[N:33]=[CH:32][C:31]([C:34]([OH:43])([C:39]([F:42])([F:41])[F:40])[C:35]([F:38])([F:37])[F:36])=[CH:30][N:29]=2)[CH2:8][CH2:7][NH:6][C:5]1=[O:44])[CH3:3].C([O-])(O)=O.[Na+]. (2) Given the product [CH:5]1[C:6]2[C:15](=[CH:14][C:13]3[C:8]([CH:7]=2)=[CH:9][CH:10]=[CH:11][CH:12]=3)[CH:2]=[CH:3][CH:4]=1.[Mg:1], predict the reactants needed to synthesize it. The reactants are: [Mg:1].[CH:2]1[C:15]2[C:6](=[CH:7][C:8]3[C:13]([CH:14]=2)=[CH:12][CH:11]=[CH:10][CH:9]=3)[CH:5]=[CH:4][CH:3]=1. (3) Given the product [C:15]([O:13][C:12](=[O:14])[CH2:11][C:8]1[CH:7]=[CH:6][C:5]([S:2]([CH3:1])(=[O:3])=[O:4])=[CH:10][CH:9]=1)([CH3:18])([CH3:17])[CH3:16], predict the reactants needed to synthesize it. The reactants are: [CH3:1][S:2]([C:5]1[CH:10]=[CH:9][C:8]([CH2:11][C:12]([OH:14])=[O:13])=[CH:7][CH:6]=1)(=[O:4])=[O:3].[C:15](OC(OC(O[C:15]([CH3:18])([CH3:17])[CH3:16])=O)=O)([CH3:18])([CH3:17])[CH3:16]. (4) The reactants are: Br[CH:2]([C:9]1[CH:14]=[CH:13][CH:12]=[CH:11][CH:10]=1)[C:3]1[CH:8]=[CH:7][CH:6]=[CH:5][CH:4]=1.[CH3:15][N:16]([C@@H:33]1[CH2:37][CH2:36][NH:35][CH2:34]1)[CH2:17][C:18]([N:20]([C:27]1[CH:32]=[CH:31][CH:30]=[CH:29][CH:28]=1)[C:21]1[CH:26]=[CH:25][CH:24]=[CH:23][CH:22]=1)=[O:19].C([O-])([O-])=O.[K+].[K+]. Given the product [CH:2]([N:35]1[CH2:36][CH2:37][C@@H:33]([N:16]([CH3:15])[CH2:17][C:18]([N:20]([C:27]2[CH:32]=[CH:31][CH:30]=[CH:29][CH:28]=2)[C:21]2[CH:26]=[CH:25][CH:24]=[CH:23][CH:22]=2)=[O:19])[CH2:34]1)([C:9]1[CH:14]=[CH:13][CH:12]=[CH:11][CH:10]=1)[C:3]1[CH:8]=[CH:7][CH:6]=[CH:5][CH:4]=1, predict the reactants needed to synthesize it. (5) The reactants are: C([N:14]1[CH2:17][CH:16]([S:18]([C:20]2[CH:25]=[CH:24][C:23]([Cl:26])=[CH:22][CH:21]=2)=[O:19])[CH2:15]1)(C1C=CC=CC=1)C1C=CC=CC=1.ClC(OC(Cl)=O)C. Given the product [Cl:26][C:23]1[CH:22]=[CH:21][C:20]([S:18]([CH:16]2[CH2:17][NH:14][CH2:15]2)=[O:19])=[CH:25][CH:24]=1, predict the reactants needed to synthesize it. (6) Given the product [Br:1][C:2]1[CH:3]=[C:4]([C:13]2[N:17]([C:18]3[CH:19]=[N:20][C:21]([F:24])=[CH:22][CH:23]=3)[N:16]=[C:15]([C:25]([N:57]3[CH2:58][CH2:59][S:55][CH2:56]3)=[O:27])[CH:14]=2)[CH:5]=[C:6]([O:8][C:9]([F:12])([F:10])[F:11])[CH:7]=1, predict the reactants needed to synthesize it. The reactants are: [Br:1][C:2]1[CH:3]=[C:4]([C:13]2[N:17]([C:18]3[CH:19]=[N:20][C:21]([F:24])=[CH:22][CH:23]=3)[N:16]=[C:15]([C:25]([OH:27])=O)[CH:14]=2)[CH:5]=[C:6]([O:8][C:9]([F:12])([F:11])[F:10])[CH:7]=1.ClC1C=C(C2N(C3C=CC=CN=3)N=C(C(N3CC(=O)NC3)=O)C=2)C=C(F)C=1.[S:55]1[CH2:59][CH2:58][NH:57][CH2:56]1. (7) Given the product [Cl:21][C:16]1[CH:15]=[C:14]([C:11]2([CH3:13])[S:10][N:9]=[C:8]([C:5]3[CH:6]=[CH:7][C:2]([C:24]([O:26][CH3:34])=[O:25])=[C:3]([CH3:22])[CH:4]=3)[CH2:12]2)[CH:19]=[C:18]([Cl:20])[CH:17]=1, predict the reactants needed to synthesize it. The reactants are: Br[C:2]1[CH:7]=[CH:6][C:5]([C:8]2[CH2:12][C:11]([C:14]3[CH:19]=[C:18]([Cl:20])[CH:17]=[C:16]([Cl:21])[CH:15]=3)([CH3:13])[S:10][N:9]=2)=[CH:4][C:3]=1[CH3:22].C[C:24]([O-:26])=[O:25].[Na+].N#N.[C]=O.CO.[CH2:34]1COCC1. (8) Given the product [CH:17]1([N:14]2[C:15]3[C:10](=[CH:9][C:8]([F:24])=[C:7]([N:1]4[CH2:5][CH:4]=[CH:3][CH2:2]4)[N:16]=3)[C:11](=[O:23])[C:12]([C:20]([OH:22])=[O:21])=[CH:13]2)[CH2:18][CH2:19]1, predict the reactants needed to synthesize it. The reactants are: [NH:1]1[CH2:5][CH:4]=[CH:3][CH2:2]1.Cl[C:7]1[N:16]=[C:15]2[C:10]([C:11](=[O:23])[C:12]([C:20]([OH:22])=[O:21])=[CH:13][N:14]2[CH:17]2[CH2:19][CH2:18]2)=[CH:9][C:8]=1[F:24]. (9) The reactants are: C(OC([N:11]1[CH2:16][CH2:15][CH:14]([N:17]([CH2:34][CH3:35])[C:18](=[O:33])[CH2:19][N:20]2[CH2:25][CH2:24][N:23]([C:26]([O:28][C:29]([CH3:32])([CH3:31])[CH3:30])=[O:27])[CH2:22][CH2:21]2)[CH2:13][CH2:12]1)=O)C1C=CC=CC=1. Given the product [CH2:34]([N:17]([CH:14]1[CH2:13][CH2:12][NH:11][CH2:16][CH2:15]1)[C:18](=[O:33])[CH2:19][N:20]1[CH2:21][CH2:22][N:23]([C:26]([O:28][C:29]([CH3:32])([CH3:30])[CH3:31])=[O:27])[CH2:24][CH2:25]1)[CH3:35], predict the reactants needed to synthesize it. (10) The reactants are: [N+:1]([C:4]1[C:5](=O)[NH:6][C:7]2[C:12]([CH:13]=1)=[CH:11][CH:10]=[CH:9][CH:8]=2)([O-:3])=[O:2].P(Cl)(Cl)([Cl:17])=O. Given the product [Cl:17][C:5]1[C:4]([N+:1]([O-:3])=[O:2])=[CH:13][C:12]2[C:7](=[CH:8][CH:9]=[CH:10][CH:11]=2)[N:6]=1, predict the reactants needed to synthesize it.